Dataset: Reaction yield outcomes from USPTO patents with 853,638 reactions. Task: Predict the reaction yield, written as a fraction of the theoretical maximum amount of product (1.0 means a 100% yield; for example, 0.34 means a 34% yield). The yield is 0.230. The product is [CH3:19][O:18][CH2:1][CH2:4][CH2:5][C:6]1[S:10][C:9]([CH:11]=[O:12])=[CH:8][CH:7]=1. The reactants are [CH:1]1([CH2:4][CH2:5][C:6]2[S:10][C:9]([CH:11]=[O:12])=[CH:8][CH:7]=2)CC1.[H-].[Na+].CI.Cl.[O:18]1CCC[CH2:19]1. No catalyst specified.